Dataset: Full USPTO retrosynthesis dataset with 1.9M reactions from patents (1976-2016). Task: Predict the reactants needed to synthesize the given product. (1) The reactants are: [Cl:1][C:2]1[C:3](I)=[CH:4][C:5]2[O:10][CH:9]([C:11]([N:13]3[CH2:18][CH2:17][C:16]([CH2:21][C:22]4[CH:27]=[CH:26][C:25]([F:28])=[CH:24][CH:23]=4)([C:19]#[N:20])[CH2:15][CH2:14]3)=[O:12])[CH2:8][NH:7][C:6]=2[CH:29]=1.C[C:32]([N:34](C)C)=O. Given the product [Cl:1][C:2]1[C:3]([C:32]#[N:34])=[CH:4][C:5]2[O:10][CH:9]([C:11]([N:13]3[CH2:18][CH2:17][C:16]([C:19]#[N:20])([CH2:21][C:22]4[CH:27]=[CH:26][C:25]([F:28])=[CH:24][CH:23]=4)[CH2:15][CH2:14]3)=[O:12])[CH2:8][NH:7][C:6]=2[CH:29]=1, predict the reactants needed to synthesize it. (2) Given the product [F:1][C:2]1[CH:3]=[CH:4][CH:5]=[C:6]2[C:10]=1[N:9]1[C:8](=[N:18][C:19]3[C:13]([C:14]1=[O:15])=[CH:23][CH:22]=[CH:21][CH:20]=3)[C:7]2=[O:12], predict the reactants needed to synthesize it. The reactants are: [F:1][C:2]1[CH:3]=[CH:4][CH:5]=[C:6]2[C:10]=1[NH:9][C:8](=O)[C:7]2=[O:12].[C:13]12[C:19](=[CH:20][CH:21]=[CH:22][CH:23]=1)[NH:18]C(=O)O[C:14]2=[O:15].CN(C1C=CC=CN=1)C.Cl. (3) Given the product [CH3:13][C:7]1([CH3:14])[C:6]2[CH:15]=[C:2]([C:28]#[C:27][Si:24]([CH3:26])([CH3:25])[CH3:23])[CH:3]=[CH:4][C:5]=2[O:12][C:9]2([CH2:11][CH2:10]2)[CH2:8]1, predict the reactants needed to synthesize it. The reactants are: Br[C:2]1[CH:3]=[CH:4][C:5]2[O:12][C:9]3([CH2:11][CH2:10]3)[CH2:8][C:7]([CH3:14])([CH3:13])[C:6]=2[CH:15]=1.C(N(CC)CC)C.[CH3:23][Si:24]([C:27]#[CH:28])([CH3:26])[CH3:25]. (4) Given the product [F:1][C:2]1[CH:22]=[CH:21][CH:20]=[C:19]([F:23])[C:3]=1[CH2:4][O:5][C:6]1[C:7]2[N:8]([C:12]([C:16]([NH:31][C:32]([C:36]3[O:37][C:38]([CH2:41][CH3:42])=[N:39][N:40]=3)([CH3:35])[CH2:33][OH:34])=[O:18])=[C:13]([CH3:15])[N:14]=2)[CH:9]=[CH:10][CH:11]=1, predict the reactants needed to synthesize it. The reactants are: [F:1][C:2]1[CH:22]=[CH:21][CH:20]=[C:19]([F:23])[C:3]=1[CH2:4][O:5][C:6]1[C:7]2[N:8]([C:12]([C:16]([OH:18])=O)=[C:13]([CH3:15])[N:14]=2)[CH:9]=[CH:10][CH:11]=1.FC(F)(F)C(O)=O.[NH2:31][C:32]([C:36]1[O:37][C:38]([CH2:41][CH3:42])=[N:39][N:40]=1)([CH3:35])[CH2:33][OH:34].ON1C2C=CC=CC=2N=N1.C(N(C(C)C)CC)(C)C.Cl.CN(C)CCCN=C=NCC.C(OC(C)C)(C)C.